From a dataset of Catalyst prediction with 721,799 reactions and 888 catalyst types from USPTO. Predict which catalyst facilitates the given reaction. (1) Reactant: [CH3:1][O:2][C:3]1[CH:8]=[N:7][C:6]([C:9]2[CH:10]=[N:11][CH:12]=[N:13][CH:14]=2)=[C:5]2[NH:15][CH:16]=[C:17]([C:18](=[O:22])[C:19]([OH:21])=O)[C:4]=12.Cl.[C:24]1([N:30]2[C:34]([N:35]3[CH2:40][CH2:39][NH:38][CH2:37][CH2:36]3)=[N:33][N:32]=[N:31]2)[CH:29]=[CH:28][CH:27]=[CH:26][CH:25]=1.F[B-](F)(F)F.N1(OC(N(C)C)=[N+](C)C)C2C=CC=CC=2N=N1.C(N(CC)C(C)C)(C)C. Product: [CH3:1][O:2][C:3]1[CH:8]=[N:7][C:6]([C:9]2[CH:10]=[N:11][CH:12]=[N:13][CH:14]=2)=[C:5]2[NH:15][CH:16]=[C:17]([C:18](=[O:22])[C:19]([N:38]3[CH2:39][CH2:40][N:35]([C:34]4[N:30]([C:24]5[CH:29]=[CH:28][CH:27]=[CH:26][CH:25]=5)[N:31]=[N:32][N:33]=4)[CH2:36][CH2:37]3)=[O:21])[C:4]=12. The catalyst class is: 85. (2) The catalyst class is: 253. Reactant: COCCO[AlH2-]OCCOC.[Na+].C1(C)C=CC=CC=1.[CH:20]1[C:29]2[C:24](=[CH:25][C:26]([C:30]([O:32][CH3:33])=[O:31])=[CH:27][CH:28]=2)[CH:23]=[CH:22][C:21]=1[C:34](OC)=[O:35].C(C(C(C([O-])=O)O)O)([O-])=O.[K+].[Na+]. Product: [OH:35][CH2:34][C:21]1[CH:20]=[C:29]2[C:24](=[CH:23][CH:22]=1)[CH:25]=[C:26]([C:30]([O:32][CH3:33])=[O:31])[CH:27]=[CH:28]2.